From a dataset of Reaction yield outcomes from USPTO patents with 853,638 reactions. Predict the reaction yield, written as a fraction of the theoretical maximum amount of product (1.0 means a 100% yield; for example, 0.34 means a 34% yield). (1) The reactants are [OH:1][CH2:2][C@@H:3]([NH:14][C:15]([O:17][CH2:18][C:19]1[CH:24]=[CH:23][CH:22]=[CH:21][CH:20]=1)=[O:16])[CH2:4][N:5]1[CH2:13][CH2:12][CH2:11][C@H:6]1[C:7]([O:9][CH3:10])=[O:8].C(N(CC)CC)C.[CH3:32][S:33](Cl)(=[O:35])=[O:34]. The catalyst is ClCCl.CN(C)C1C=CN=CC=1. The product is [CH3:32][S:33]([O:1][CH2:2][C@@H:3]([NH:14][C:15]([O:17][CH2:18][C:19]1[CH:20]=[CH:21][CH:22]=[CH:23][CH:24]=1)=[O:16])[CH2:4][N:5]1[CH2:13][CH2:12][CH2:11][C@H:6]1[C:7]([O:9][CH3:10])=[O:8])(=[O:35])=[O:34]. The yield is 1.00. (2) The reactants are [C:1]([O:5][CH2:6][CH3:7])(=[O:4])[CH:2]=[CH2:3].[NH2:8][C@@H:9]([CH2:11][OH:12])[CH3:10].[C:13]([O:17][C:18](O[C:18]([O:17][C:13]([CH3:16])([CH3:15])[CH3:14])=[O:19])=[O:19])([CH3:16])([CH3:15])[CH3:14]. The catalyst is ClCCl. The product is [CH2:6]([O:5][C:1](=[O:4])[CH2:2][CH2:3][N:8]([C:18]([O:17][C:13]([CH3:16])([CH3:15])[CH3:14])=[O:19])[C@H:9]([CH3:10])[CH2:11][OH:12])[CH3:7]. The yield is 0.950. (3) The reactants are [Cl:1][C:2]1[CH:8]=[C:7]([O:9][C:10]2[C:19]3[C:14](=[CH:15][C:16]([O:22][CH3:23])=[C:17]([O:20][CH3:21])[CH:18]=3)[N:13]=[CH:12][N:11]=2)[CH:6]=[CH:5][C:3]=1[NH2:4].Cl[C:25](Cl)([O:27][C:28](=[O:34])OC(Cl)(Cl)Cl)Cl.[C:36]1(CO)[CH:41]=[CH:40][CH:39]=[CH:38][CH:37]=1.C(=O)(O)[O-].[Na+]. The catalyst is C(Cl)Cl.C(N(CC)CC)C.C1(C)C=CC=CC=1. The product is [Cl:1][C:2]1[CH:8]=[C:7]([O:9][C:10]2[C:19]3[C:14](=[CH:15][C:16]([O:22][CH3:23])=[C:17]([O:20][CH3:21])[CH:18]=3)[N:13]=[CH:12][N:11]=2)[CH:6]=[CH:5][C:3]=1[NH:4][C:28](=[O:34])[O:27][CH2:25][C:36]1[CH:41]=[CH:40][CH:39]=[CH:38][CH:37]=1. The yield is 0.720. (4) The reactants are C([O:8][CH:9]1[CH2:15][CH2:14][CH2:13][N:12]([S:16]([C:19]2[CH:20]=[C:21]([CH:33]=[CH:34][C:35]=2[CH2:36][CH2:37][F:38])[C:22]([NH:24][C:25]2[CH:30]=[CH:29][C:28]([F:31])=[C:27]([Cl:32])[CH:26]=2)=[O:23])(=[O:18])=[O:17])[CH2:11][CH2:10]1)C1C=CC=CC=1. The catalyst is CO.[Pd]. The product is [Cl:32][C:27]1[CH:26]=[C:25]([NH:24][C:22](=[O:23])[C:21]2[CH:33]=[CH:34][C:35]([CH2:36][CH2:37][F:38])=[C:19]([S:16]([N:12]3[CH2:13][CH2:14][CH2:15][CH:9]([OH:8])[CH2:10][CH2:11]3)(=[O:18])=[O:17])[CH:20]=2)[CH:30]=[CH:29][C:28]=1[F:31]. The yield is 0.440. (5) The reactants are C(O[C:4](=[O:9])[CH2:5][N+:6]([O-:8])=[O:7])C.[H-].[Na+].[H][H].[CH3:14][N:15]1C(=O)O[C:18](=[O:19])[C:17]2=[CH:23][CH:24]=[CH:25][CH:26]=[C:16]12.Cl. The catalyst is CC(N(C)C)=O. The product is [OH:19][C:18]1[C:17]2[C:16](=[CH:26][CH:25]=[CH:24][CH:23]=2)[N:15]([CH3:14])[C:4](=[O:9])[C:5]=1[N+:6]([O-:8])=[O:7]. The yield is 0.270. (6) The reactants are [Cl:1][C:2]1[C:39]([CH3:40])=[CH:38][C:5]([O:6][CH2:7][CH2:8][CH2:9][C:10]2[C:18]3[C:13](=[CH:14][CH:15]=[CH:16][CH:17]=3)[NH:12][C:11]=2[C:19]([NH:21][S:22]([CH2:25][CH2:26][N:27]2C(=O)C3C(=CC=CC=3)C2=O)(=[O:24])=[O:23])=[O:20])=[CH:4][C:3]=1[CH3:41].O.NN. The catalyst is CO. The product is [NH2:27][CH2:26][CH2:25][S:22]([NH:21][C:19]([C:11]1[NH:12][C:13]2[C:18]([C:10]=1[CH2:9][CH2:8][CH2:7][O:6][C:5]1[CH:4]=[C:3]([CH3:41])[C:2]([Cl:1])=[C:39]([CH3:40])[CH:38]=1)=[CH:17][CH:16]=[CH:15][CH:14]=2)=[O:20])(=[O:24])=[O:23]. The yield is 0.850. (7) The reactants are Br[C:2]1[CH2:7][CH2:6][CH2:5][C:4](=[O:8])[CH:3]=1.CC1(C)C(C)(C)OB([C:17]2[CH:18]=[C:19]3[C:24](=[CH:25][CH:26]=2)[N:23]=[CH:22][CH:21]=[CH:20]3)O1. No catalyst specified. The product is [N:23]1[C:24]2[C:19](=[CH:18][C:17]([C:2]3[CH2:7][CH2:6][CH2:5][C:4](=[O:8])[CH:3]=3)=[CH:26][CH:25]=2)[CH:20]=[CH:21][CH:22]=1. The yield is 0.880. (8) The reactants are [CH3:1][C:2]1[N:11]=[CH:10][CH:9]=[CH:8][C:3]=1[C:4](OC)=[O:5].[H-].[Al+3].[Li+].[H-].[H-].[H-].C(OCC)(=O)C. The catalyst is C1COCC1. The product is [CH3:1][C:2]1[N:11]=[CH:10][CH:9]=[CH:8][C:3]=1[CH:4]=[O:5]. The yield is 0.750. (9) The reactants are [C:1]([N:4]1[CH2:11][C:10]2[CH:12]=[CH:13][C:14]([S:16]([CH2:18][CH2:19][CH2:20][CH3:21])=[O:17])=[CH:15][C:9]=2[CH:8]=[CH:7][C:6]2[CH:22]=[CH:23][CH:24]=[CH:25][C:5]1=2)(=[O:3])[CH3:2]. The catalyst is CO.[OH-].[OH-].[Pd+2]. The product is [C:1]([N:4]1[CH2:11][C:10]2[CH:12]=[CH:13][C:14]([S:16]([CH2:18][CH2:19][CH2:20][CH3:21])=[O:17])=[CH:15][C:9]=2[CH2:8][CH2:7][C:6]2[CH:22]=[CH:23][CH:24]=[CH:25][C:5]1=2)(=[O:3])[CH3:2]. The yield is 0.370.